Dataset: Reaction yield outcomes from USPTO patents with 853,638 reactions. Task: Predict the reaction yield, written as a fraction of the theoretical maximum amount of product (1.0 means a 100% yield; for example, 0.34 means a 34% yield). (1) The reactants are C(N(CC)CC)C.Br.[Br:9][CH2:10][CH2:11][CH2:12][NH2:13].[CH:14]1[C:19]([CH:20]=O)=[CH:18][C:17]2[O:22][CH2:23][O:24][C:16]=2[CH:15]=1.C(O[BH-](OC(=O)C)OC(=O)C)(=O)C.[Na+].C([O-])([O-])=O.[K+].[K+]. The catalyst is C(Cl)Cl.[Cl-].[Na+].O.O. The product is [O:24]1[C:16]2[CH:15]=[CH:14][C:19]([CH2:20][NH:13][CH2:12][CH2:11][CH2:10][Br:9])=[CH:18][C:17]=2[O:22][CH2:23]1. The yield is 0.530. (2) The reactants are [OH:1][C:2]1[C:3]([C:18](=[N:20][NH:21][C:22](C2C=CC(C(OC)=O)=CC=2)=[O:23])[CH3:19])=[N:4][N:5]([CH3:17])[C:6]=1[C:7]1[CH:12]=[CH:11][C:10]([C:13]([F:16])([F:15])[F:14])=[CH:9][CH:8]=1.[CH3:34][OH:35].[OH-:36].[Na+].Cl. The catalyst is O. The product is [OH:1][C:2]1[C:3]([C:18](=[N:20][NH:21][C:22]([C:7]2[CH:12]=[CH:11][CH:10]=[CH:9][C:8]=2[C:34]([OH:36])=[O:35])=[O:23])[CH3:19])=[N:4][N:5]([CH3:17])[C:6]=1[C:7]1[CH:12]=[CH:11][C:10]([C:13]([F:15])([F:14])[F:16])=[CH:9][CH:8]=1. The yield is 0.730. (3) The reactants are [F:1][C:2]1[CH:7]=[CH:6][C:5]([CH:8]([C:10]2[S:11][C:12]3[N:13]=[C:14]([NH2:23])[N:15]=[C:16](S(C)(=O)=O)[C:17]=3[N:18]=2)[CH3:9])=[CH:4][CH:3]=1.C(N(CC)CC)C.[Cl:31][C:32]1[CH:47]=[CH:46][C:35]([O:36][CH2:37][C:38]([N:40]2[CH2:45][CH2:44][NH:43][CH2:42][CH2:41]2)=[O:39])=[CH:34][CH:33]=1. The catalyst is O1CCOCC1. The product is [NH2:23][C:14]1[N:15]=[C:16]([N:43]2[CH2:44][CH2:45][N:40]([C:38](=[O:39])[CH2:37][O:36][C:35]3[CH:46]=[CH:47][C:32]([Cl:31])=[CH:33][CH:34]=3)[CH2:41][CH2:42]2)[C:17]2[N:18]=[C:10]([CH:8]([C:5]3[CH:6]=[CH:7][C:2]([F:1])=[CH:3][CH:4]=3)[CH3:9])[S:11][C:12]=2[N:13]=1. The yield is 0.670. (4) The reactants are [F:1][C:2]1[CH:7]=[C:6]([O:8][CH3:9])[CH:5]=[C:4]([F:10])[C:3]=1/[CH:11]=[CH:12]/[C:13]([O:15][CH2:16][CH3:17])=[O:14]. The catalyst is O1CCCC1.C(O)C.[C].[Pd]. The product is [F:1][C:2]1[CH:7]=[C:6]([O:8][CH3:9])[CH:5]=[C:4]([F:10])[C:3]=1[CH2:11][CH2:12][C:13]([O:15][CH2:16][CH3:17])=[O:14]. The yield is 1.00. (5) The yield is 0.750. The reactants are NN.O=C1C2C(=CC=CC=2)C(=O)[N:5]1[CH2:14][C:15]([CH3:21])([CH3:20])[C:16]([O:18][CH3:19])=[O:17]. The product is [NH2:5][CH2:14][C:15]([CH3:21])([CH3:20])[C:16]([O:18][CH3:19])=[O:17]. The catalyst is CO.C(OCC)C. (6) The reactants are [CH2:1]([OH:9])[CH2:2][C:3]1[CH:8]=[CH:7][CH:6]=[CH:5][CH:4]=1.[CH3:10][O:11][C:12](=[O:18])[CH2:13][CH2:14][C:15](Cl)=[O:16].[Cl-].[Al+3].[Cl-].[Cl-].[Na]. The catalyst is CO.C(OCC)(=O)C.ClCCl. The product is [CH3:10][O:11][C:12](=[O:18])[CH2:13][CH2:14][C:15]([C:6]1[CH:7]=[CH:8][C:3]([CH2:2][CH2:1][OH:9])=[CH:4][CH:5]=1)=[O:16]. The yield is 0.570.